This data is from Peptide-MHC class I binding affinity with 185,985 pairs from IEDB/IMGT. The task is: Regression. Given a peptide amino acid sequence and an MHC pseudo amino acid sequence, predict their binding affinity value. This is MHC class I binding data. (1) The peptide sequence is MEFEFGTNW. The MHC is HLA-B18:01 with pseudo-sequence HLA-B18:01. The binding affinity (normalized) is 1.00. (2) The peptide sequence is SFNCGGEFF. The MHC is HLA-A02:01 with pseudo-sequence HLA-A02:01. The binding affinity (normalized) is 0. (3) The peptide sequence is MTYLDGHPV. The MHC is HLA-A11:01 with pseudo-sequence HLA-A11:01. The binding affinity (normalized) is 0.545. (4) The peptide sequence is FSILYSVL. The MHC is H-2-Kb with pseudo-sequence H-2-Kb. The binding affinity (normalized) is 0.969. (5) The peptide sequence is KLYGYASLT. The MHC is HLA-A02:06 with pseudo-sequence HLA-A02:06. The binding affinity (normalized) is 0.298. (6) The peptide sequence is KAFSPEVIPMF. The MHC is HLA-B44:03 with pseudo-sequence HLA-B44:03. The binding affinity (normalized) is 0.000507. (7) The peptide sequence is VILYFMYRK. The MHC is HLA-B18:01 with pseudo-sequence HLA-B18:01. The binding affinity (normalized) is 0.0847.